Predict which catalyst facilitates the given reaction. From a dataset of Catalyst prediction with 721,799 reactions and 888 catalyst types from USPTO. (1) Product: [C:9]1([CH2:15][CH2:16][CH2:17][CH:18]=[O:19])[CH:14]=[CH:13][CH:12]=[CH:11][CH:10]=1. Reactant: C[N+]1([O-])CCOCC1.[C:9]1([CH2:15][CH2:16][CH2:17][CH2:18][OH:19])[CH:14]=[CH:13][CH:12]=[CH:11][CH:10]=1. The catalyst class is: 10. (2) Reactant: [Cl:1][C:2]1[CH:9]=[CH:8][C:5]([C:6]#[N:7])=[C:4]([C:10]2[C:15]([O:16][CH3:17])=[CH:14][NH:13][C:12](=[O:18])[CH:11]=2)[CH:3]=1.[H-].[Na+].Cl[CH:22]([O:28][CH2:29][CH3:30])[C:23]([O:25][CH2:26][CH3:27])=[O:24].O. Product: [Cl:1][C:2]1[CH:9]=[CH:8][C:5]([C:6]#[N:7])=[C:4]([C:10]2[C:15]([O:16][CH3:17])=[CH:14][N:13]([CH:22]([O:28][CH2:29][CH3:30])[C:23]([O:25][CH2:26][CH3:27])=[O:24])[C:12](=[O:18])[CH:11]=2)[CH:3]=1. The catalyst class is: 9. (3) Reactant: [NH2:1][CH2:2][CH2:3][NH:4][C:5]([C:7]1[N:15]=[C:14]2[C:10]([N:11]=[CH:12][N:13]2[C@@H:16]2[CH2:20][C@H:19]([NH:21][C:22](=[O:25])[CH2:23][CH3:24])[C@@H:18]([OH:26])[C@H:17]2[OH:27])=[C:9]([NH:28][CH2:29][CH:30]([C:37]2[CH:42]=[CH:41][CH:40]=[CH:39][CH:38]=2)[C:31]2[CH:36]=[CH:35][CH:34]=[CH:33][CH:32]=2)[N:8]=1)=[O:6].[S:43](Cl)([CH3:46])(=[O:45])=[O:44]. The catalyst class is: 373. Product: [CH3:46][S:43]([NH:1][CH2:2][CH2:3][NH:4][C:5]([C:7]1[N:15]=[C:14]2[C:10]([N:11]=[CH:12][N:13]2[C@@H:16]2[CH2:20][C@H:19]([NH:21][C:22](=[O:25])[CH2:23][CH3:24])[C@@H:18]([OH:26])[C@H:17]2[OH:27])=[C:9]([NH:28][CH2:29][CH:30]([C:37]2[CH:42]=[CH:41][CH:40]=[CH:39][CH:38]=2)[C:31]2[CH:36]=[CH:35][CH:34]=[CH:33][CH:32]=2)[N:8]=1)=[O:6])(=[O:45])=[O:44]. (4) Reactant: [CH2:1]1[CH:10]2[CH:4]([CH2:5][CH2:6][CH2:7][CH2:8][CH2:9]2)[CH2:3][CH:2]1[N:11]1[CH2:27][CH2:26][C:14]2([N:18]([C:19]3[CH:24]=[CH:23][CH:22]=[CH:21][CH:20]=3)[CH2:17][CH2:16][CH:15]2[OH:25])[CH2:13][CH2:12]1.[C:28]([O-:35])(=[O:34])/[CH:29]=[CH:30]/[C:31]([O-:33])=[O:32].C(O)(=O)/C=C/C(O)=O. Product: [C:28]([OH:35])(=[O:34])/[CH:29]=[CH:30]/[C:31]([OH:33])=[O:32].[CH2:1]1[CH:10]2[CH:4]([CH2:5][CH2:6][CH2:7][CH2:8][CH2:9]2)[CH2:3][CH:2]1[N:11]1[CH2:27][CH2:26][C:14]2([N:18]([C:19]3[CH:24]=[CH:23][CH:22]=[CH:21][CH:20]=3)[CH2:17][CH2:16][C:15]2=[O:25])[CH2:13][CH2:12]1. The catalyst class is: 27. (5) Reactant: [NH:1]1[C:9]2[C:4](=[CH:5][C:6]([O:10][C:11]3[CH:16]=[CH:15][N:14]=[C:13]([CH2:17][N:18]([CH3:26])[C:19](=[O:25])[O:20][C:21]([CH3:24])([CH3:23])[CH3:22])[N:12]=3)=[CH:7][CH:8]=2)[CH:3]=[CH:2]1.[CH:27]1([C:30]2[N:34]([CH2:35][CH3:36])[N:33]=[C:32]([NH:37][C:38](=O)[O:39]C3C=CC=CC=3)[CH:31]=2)[CH2:29][CH2:28]1.[H-].[Na+]. Product: [CH:27]1([C:30]2[N:34]([CH2:35][CH3:36])[N:33]=[C:32]([NH:37][C:38]([N:1]3[C:9]4[C:4](=[CH:5][C:6]([O:10][C:11]5[CH:16]=[CH:15][N:14]=[C:13]([CH2:17][N:18]([CH3:26])[C:19](=[O:25])[O:20][C:21]([CH3:22])([CH3:23])[CH3:24])[N:12]=5)=[CH:7][CH:8]=4)[CH:3]=[CH:2]3)=[O:39])[CH:31]=2)[CH2:28][CH2:29]1. The catalyst class is: 1. (6) Reactant: [C:1]1([CH3:11])[CH:6]=[CH:5][C:4]([S:7](Cl)(=[O:9])=[O:8])=[CH:3][CH:2]=1.[NH:12]1[CH2:16][CH2:15][C@H:14]([OH:17])[CH2:13]1.ClCCl.[CH2:21](O)[CH2:22][CH3:23]. Product: [C:1]1([CH3:11])[CH:6]=[CH:5][C:4]([S:7]([N:12]2[CH2:16][CH2:15][C@H:14]([O:17][S:7]([C:22]3[CH:23]=[CH:6][C:1]([CH3:11])=[CH:2][CH:21]=3)(=[O:9])=[O:8])[CH2:13]2)(=[O:9])=[O:8])=[CH:3][CH:2]=1. The catalyst class is: 17.